This data is from Catalyst prediction with 721,799 reactions and 888 catalyst types from USPTO. The task is: Predict which catalyst facilitates the given reaction. (1) Reactant: [H-].[Al+3].[Li+].[H-].[H-].[H-].[CH2:7]([N:14]1[C@H:19]([CH3:20])[C:18](=O)[NH:17][C@H:16]([CH2:22][C:23]2[CH:28]=[CH:27][CH:26]=[CH:25][CH:24]=2)[C:15]1=O)[C:8]1[CH:13]=[CH:12][CH:11]=[CH:10][CH:9]=1. Product: [CH2:7]([N:14]1[CH2:15][C@@H:16]([CH2:22][C:23]2[CH:28]=[CH:27][CH:26]=[CH:25][CH:24]=2)[NH:17][CH2:18][C@H:19]1[CH3:20])[C:8]1[CH:9]=[CH:10][CH:11]=[CH:12][CH:13]=1. The catalyst class is: 1. (2) Reactant: Br[C:2]1[N:6]([S:7]([C:10]2[CH:11]=[N:12][CH:13]=[CH:14][CH:15]=2)(=[O:9])=[O:8])[CH:5]=[C:4]([CH2:16][N:17]([CH3:25])[C:18](=[O:24])[O:19][C:20]([CH3:23])([CH3:22])[CH3:21])[CH:3]=1.[F:26][C:27]1[CH:32]=[CH:31][CH:30]=[C:29]([O:33][CH3:34])[C:28]=1B(O)O.C(=O)([O-])O.[Na+].COCCOC. Product: [F:26][C:27]1[CH:32]=[CH:31][CH:30]=[C:29]([O:33][CH3:34])[C:28]=1[C:2]1[N:6]([S:7]([C:10]2[CH:11]=[N:12][CH:13]=[CH:14][CH:15]=2)(=[O:9])=[O:8])[CH:5]=[C:4]([CH2:16][N:17]([CH3:25])[C:18](=[O:24])[O:19][C:20]([CH3:23])([CH3:22])[CH3:21])[CH:3]=1. The catalyst class is: 103. (3) Reactant: [F:1][C:2]([F:14])([C:5]([F:13])([F:12])[C:6]([F:11])([F:10])[CH:7]([F:9])[F:8])[CH2:3][OH:4].F[C:16](F)(S(O[CH2:16][C:17]([F:26])([F:25])[CH:18]([F:23])[C:19]([F:22])([F:21])[F:20])(=O)=O)[C:17]([F:26])([F:25])[C:18](F)([F:23])[C:19]([F:22])([F:21])[F:20].C(=O)([O-])[O-].[K+].[K+].C(N(CCCC)CCCC)CCC. Product: [F:25][C:17]([F:26])([CH:18]([F:23])[C:19]([F:22])([F:21])[F:20])[CH2:16][O:4][CH2:3][C:2]([F:14])([F:1])[C:5]([F:12])([F:13])[C:6]([F:10])([F:11])[CH:7]([F:8])[F:9]. The catalyst class is: 21. (4) Reactant: [CH3:1][C:2]([CH3:34])([CH3:33])[C:3](=[O:32])[CH2:4][O:5][C:6]([C:8]1([C:22]([O:24][CH2:25][C:26]2[CH:31]=[CH:30][CH:29]=[CH:28][CH:27]=2)=[O:23])[CH2:13][CH2:12][CH2:11][N:10](C(OCC(Cl)(Cl)Cl)=O)[CH2:9]1)=[O:7].C([O-])(=O)C.[NH4+]. Product: [CH3:1][C:2]([CH3:34])([CH3:33])[C:3](=[O:32])[CH2:4][O:5][C:6]([C:8]1([C:22]([O:24][CH2:25][C:26]2[CH:31]=[CH:30][CH:29]=[CH:28][CH:27]=2)=[O:23])[CH2:13][CH2:12][CH2:11][NH:10][CH2:9]1)=[O:7]. The catalyst class is: 772.